This data is from Merck oncology drug combination screen with 23,052 pairs across 39 cell lines. The task is: Regression. Given two drug SMILES strings and cell line genomic features, predict the synergy score measuring deviation from expected non-interaction effect. (1) Drug 1: O=C(CCCCCCC(=O)Nc1ccccc1)NO. Drug 2: O=C(NOCC(O)CO)c1ccc(F)c(F)c1Nc1ccc(I)cc1F. Cell line: A2780. Synergy scores: synergy=3.18. (2) Synergy scores: synergy=20.5. Cell line: A375. Drug 2: CS(=O)(=O)CCNCc1ccc(-c2ccc3ncnc(Nc4ccc(OCc5cccc(F)c5)c(Cl)c4)c3c2)o1. Drug 1: CCN(CC)CCNC(=O)c1c(C)[nH]c(C=C2C(=O)Nc3ccc(F)cc32)c1C. (3) Drug 1: CC(=O)OC1C(=O)C2(C)C(O)CC3OCC3(OC(C)=O)C2C(OC(=O)c2ccccc2)C2(O)CC(OC(=O)C(O)C(NC(=O)c3ccccc3)c3ccccc3)C(C)=C1C2(C)C. Drug 2: C#Cc1cccc(Nc2ncnc3cc(OCCOC)c(OCCOC)cc23)c1. Cell line: PA1. Synergy scores: synergy=-10.2.